Dataset: Forward reaction prediction with 1.9M reactions from USPTO patents (1976-2016). Task: Predict the product of the given reaction. (1) The product is: [CH:5]([C:7]1[CH:14]=[CH:13][C:10]([C:11]#[N:12])=[CH:9][C:8]=1[OH:15])=[O:6]. Given the reactants B(Br)(Br)Br.[CH:5]([C:7]1[CH:14]=[CH:13][C:10]([C:11]#[N:12])=[CH:9][C:8]=1[O:15]C)=[O:6].C(=O)(O)[O-].[Na+], predict the reaction product. (2) Given the reactants [C:1]1([C@@H:7]([NH:19][C:20]2[CH:25]=[CH:24][CH:23]=[CH:22][CH:21]=2)[C:8]([O:10][C@@H:11]2[CH:16]3[CH2:17][CH2:18][N:13]([CH2:14][CH2:15]3)[CH2:12]2)=[O:9])[CH:6]=[CH:5][CH:4]=[CH:3][CH:2]=1.[Br:26][CH2:27][C:28]([C:30]1[CH:38]=[CH:37][C:33]([C:34]([OH:36])=[O:35])=[CH:32][CH:31]=1)=[O:29], predict the reaction product. The product is: [Br-:26].[C:34]([C:33]1[CH:37]=[CH:38][C:30]([C:28](=[O:29])[CH2:27][N+:13]23[CH2:14][CH2:15][CH:16]([CH2:17][CH2:18]2)[C@@H:11]([O:10][C:8](=[O:9])[C@@H:7]([C:1]2[CH:2]=[CH:3][CH:4]=[CH:5][CH:6]=2)[NH:19][C:20]2[CH:25]=[CH:24][CH:23]=[CH:22][CH:21]=2)[CH2:12]3)=[CH:31][CH:32]=1)([OH:36])=[O:35]. (3) Given the reactants [F:1][C:2]([F:14])([F:13])[C:3]1[CH:4]=[C:5]([CH2:9][C:10]([OH:12])=O)[CH:6]=[CH:7][CH:8]=1.[NH2:15][C:16]1[CH:17]=[C:18]([C:22]([C:24]2[C:28]3[CH:29]=[N:30][CH:31]=[C:32]([F:33])[C:27]=3[N:26]([CH:34]([CH3:37])[CH2:35][OH:36])[CH:25]=2)=[O:23])[CH:19]=[N:20][CH:21]=1, predict the reaction product. The product is: [F:33][C:32]1[C:27]2[N:26]([CH:34]([CH3:37])[CH2:35][OH:36])[CH:25]=[C:24]([C:22]([C:18]3[CH:17]=[C:16]([NH:15][C:10](=[O:12])[CH2:9][C:5]4[CH:6]=[CH:7][CH:8]=[C:3]([C:2]([F:1])([F:14])[F:13])[CH:4]=4)[CH:21]=[N:20][CH:19]=3)=[O:23])[C:28]=2[CH:29]=[N:30][CH:31]=1. (4) Given the reactants Cl.[NH2:2][CH2:3][C:4]1[CH:5]=[CH:6][C:7]([Cl:20])=[C:8]([O:10][C:11]2[CH:12]=[C:13]([CH:16]=[C:17]([Cl:19])[CH:18]=2)[C:14]#[N:15])[CH:9]=1.[Br:21][C:22]1[N:23]=[C:24]([CH3:30])[NH:25][C:26]=1[C:27](O)=[O:28].CN(C(ON1N=NC2C=CC=NC1=2)=[N+](C)C)C.F[P-](F)(F)(F)(F)F.CCN(C(C)C)C(C)C.C([O-])(O)=O.[Na+], predict the reaction product. The product is: [Br:21][C:22]1[N:23]=[C:24]([CH3:30])[NH:25][C:26]=1[C:27]([NH:2][CH2:3][C:4]1[CH:5]=[CH:6][C:7]([Cl:20])=[C:8]([O:10][C:11]2[CH:12]=[C:13]([C:14]#[N:15])[CH:16]=[C:17]([Cl:19])[CH:18]=2)[CH:9]=1)=[O:28]. (5) Given the reactants [NH2:1][C:2]1[C:10]([Cl:11])=[CH:9][C:5]([C:6]([OH:8])=O)=[C:4]([O:12][CH3:13])[CH:3]=1.C(N1C=CN=C1)(N1C=CN=C1)=O.C(N(CC)CC)C.C([C@@H]([C@H](C(O)=O)O)O)(O)=O.[N:43]1([CH2:48][CH2:49][CH2:50][N:51]2[CH2:56][CH2:55][CH:54]([CH2:57][NH2:58])[CH2:53][CH2:52]2)[CH:47]=[CH:46][N:45]=[N:44]1, predict the reaction product. The product is: [N:43]1([CH2:48][CH2:49][CH2:50][N:51]2[CH2:52][CH2:53][CH:54]([CH2:57][NH:58][C:6](=[O:8])[C:5]3[CH:9]=[C:10]([Cl:11])[C:2]([NH2:1])=[CH:3][C:4]=3[O:12][CH3:13])[CH2:55][CH2:56]2)[CH:47]=[CH:46][N:45]=[N:44]1. (6) Given the reactants [CH2:1]([CH:3]1[NH:8][C:7]2[CH:9]=[CH:10][C:11]([N+:13]([O-:15])=[O:14])=[CH:12][C:6]=2[O:5][CH2:4]1)[CH3:2].[CH:16](=O)[CH3:17], predict the reaction product. The product is: [CH2:1]([CH:3]1[N:8]([CH2:16][CH3:17])[C:7]2[CH:9]=[CH:10][C:11]([N+:13]([O-:15])=[O:14])=[CH:12][C:6]=2[O:5][CH2:4]1)[CH3:2].